This data is from NCI-60 drug combinations with 297,098 pairs across 59 cell lines. The task is: Regression. Given two drug SMILES strings and cell line genomic features, predict the synergy score measuring deviation from expected non-interaction effect. (1) Drug 1: C1CCC(CC1)NC(=O)N(CCCl)N=O. Drug 2: C1C(C(OC1N2C=NC3=C(N=C(N=C32)Cl)N)CO)O. Cell line: SK-MEL-28. Synergy scores: CSS=16.5, Synergy_ZIP=-1.41, Synergy_Bliss=3.07, Synergy_Loewe=-2.21, Synergy_HSA=1.31. (2) Cell line: DU-145. Drug 2: CS(=O)(=O)CCNCC1=CC=C(O1)C2=CC3=C(C=C2)N=CN=C3NC4=CC(=C(C=C4)OCC5=CC(=CC=C5)F)Cl. Synergy scores: CSS=4.32, Synergy_ZIP=0.107, Synergy_Bliss=6.06, Synergy_Loewe=-11.2, Synergy_HSA=1.05. Drug 1: CN(C)C1=NC(=NC(=N1)N(C)C)N(C)C. (3) Drug 2: CNC(=O)C1=NC=CC(=C1)OC2=CC=C(C=C2)NC(=O)NC3=CC(=C(C=C3)Cl)C(F)(F)F. Cell line: SK-MEL-2. Drug 1: C1=C(C(=O)NC(=O)N1)N(CCCl)CCCl. Synergy scores: CSS=17.0, Synergy_ZIP=-10.8, Synergy_Bliss=-15.6, Synergy_Loewe=-21.1, Synergy_HSA=-15.6.